From a dataset of Full USPTO retrosynthesis dataset with 1.9M reactions from patents (1976-2016). Predict the reactants needed to synthesize the given product. Given the product [CH3:23][C@:22]12[CH2:24][CH2:25][C@H:26]3[C@@H:17]([CH:16]=[CH:15][C:32]4[CH:31]=[C:30]([OH:33])[CH:29]=[CH:28][C:27]=43)[C@@H:18]1[CH2:19][CH2:20][C@@H:21]2[OH:34], predict the reactants needed to synthesize it. The reactants are: C[Li].S(NN=[C:15]1[C:32]2[CH:31]=[C:30]([OH:33])[CH:29]=[CH:28][C:27]=2[C@@H:26]2[C@H:17]([C@H:18]3[C@@:22]([CH2:24][CH2:25]2)([CH3:23])[C@@H:21]([OH:34])[CH2:20][CH2:19]3)[CH2:16]1)(C1C=CC(C)=CC=1)(=O)=O.Cl.